Dataset: Reaction yield outcomes from USPTO patents with 853,638 reactions. Task: Predict the reaction yield, written as a fraction of the theoretical maximum amount of product (1.0 means a 100% yield; for example, 0.34 means a 34% yield). (1) The reactants are C(Cl)CCl.C[C:6]1[C:14]2[C:9](=[CH:10][CH:11]=[CH:12][CH:13]=2)[NH:8][C:7]=1[CH2:15]NC.Cl.[O:19]=[C:20]1[NH:29][C:28]2[N:27]=[CH:26][C:25]([CH:30]=[CH:31][C:32]([OH:34])=O)=[CH:24][C:23]=2[CH2:22][CH2:21]1.C1C=CC2N(O)N=[N:41][C:39]=2C=1.CCN(C(C)C)C(C)C. The catalyst is CN(C=O)C.O. The product is [CH3:39][NH:41][C:32](=[O:34])[C:31]([CH2:15][C:7]1[NH:8][C:9]2[C:14]([CH:6]=1)=[CH:13][CH:12]=[CH:11][CH:10]=2)=[CH:30][C:25]1[CH:26]=[N:27][C:28]2[NH:29][C:20](=[O:19])[CH2:21][CH2:22][C:23]=2[CH:24]=1. The yield is 0.270. (2) The yield is 0.550. The reactants are [CH:1]1([C@H:7]2[CH2:12][C@@H:11]([C:13](=[O:20])[CH2:14][C:15](OCC)=[O:16])[CH2:10][CH2:9][N:8]2[C:21]([O:23][CH3:24])=[O:22])[CH2:6][CH2:5][CH2:4][CH2:3][CH2:2]1.[OH-].[Na+].[NH2:27]O.Cl. The catalyst is CO.O. The product is [CH:1]1([C@H:7]2[CH2:12][C@@H:11]([C:13]3[O:20][NH:27][C:15](=[O:16])[CH:14]=3)[CH2:10][CH2:9][N:8]2[C:21]([O:23][CH3:24])=[O:22])[CH2:6][CH2:5][CH2:4][CH2:3][CH2:2]1. (3) The reactants are [CH:1]([C@H:4]1[NH:9][CH2:8][CH2:7][N:6]2[C:10]3[CH:16]=[C:15]([S:17]([CH3:20])(=[O:19])=[O:18])[C:14]([C:21]([O:23][CH3:24])=[O:22])=[CH:13][C:11]=3[N:12]=[C:5]12)([CH3:3])[CH3:2].[Br:25][C:26]1[C:27]([C:33]([F:36])([F:35])[F:34])=NC(Cl)=N[CH:31]=1.CCN(C(C)C)[CH:40]([CH3:42])[CH3:41].CN(C=O)C. The catalyst is O.CCOC(C)=O. The product is [Br:25][C:26]1[CH:31]=[CH:42][C:40]([N:9]2[CH2:8][CH2:7][N:6]3[C:10]4[CH:16]=[C:15]([S:17]([CH3:20])(=[O:19])=[O:18])[C:14]([C:21]([O:23][CH3:24])=[O:22])=[CH:13][C:11]=4[N:12]=[C:5]3[C@H:4]2[CH:1]([CH3:3])[CH3:2])=[CH:41][C:27]=1[C:33]([F:36])([F:35])[F:34]. The yield is 0.470. (4) The reactants are [CH3:1][O:2][C:3]1[C:12]([NH:13][C:14](=[O:18])OCC)=[N:11][C:10]2[C:5](=[CH:6][CH:7]=[C:8]([CH3:19])[CH:9]=2)[N:4]=1.[CH3:20][C:21]1[CH:22]=[C:23]([N:27]2[CH2:32][CH2:31][NH:30][CH2:29][CH2:28]2)[CH:24]=[CH:25][CH:26]=1. No catalyst specified. The product is [CH3:1][O:2][C:3]1[C:12]([NH:13][C:14]([N:30]2[CH2:31][CH2:32][N:27]([C:23]3[CH:24]=[CH:25][CH:26]=[C:21]([CH3:20])[CH:22]=3)[CH2:28][CH2:29]2)=[O:18])=[N:11][C:10]2[C:5](=[CH:6][CH:7]=[C:8]([CH3:19])[CH:9]=2)[N:4]=1. The yield is 0.900. (5) The reactants are [N:1]1([C:5]([C:7]2[S:15][C:14]3[C:9](=[N:10][CH:11]=[CH:12][C:13]=3Cl)[CH:8]=2)=[O:6])[CH2:4][CH2:3][CH2:2]1.[CH3:17][NH:18][C:19]([C:21]1[C:25]2[CH:26]=[CH:27][C:28]([OH:30])=[CH:29][C:24]=2[O:23][C:22]=1[CH3:31])=[O:20].C([O-])([O-])=O.[Cs+].[Cs+]. No catalyst specified. The product is [CH3:17][NH:18][C:19]([C:21]1[C:25]2[CH:26]=[CH:27][C:28]([O:30][C:13]3[CH:12]=[CH:11][N:10]=[C:9]4[CH:8]=[C:7]([C:5]([N:1]5[CH2:4][CH2:3][CH2:2]5)=[O:6])[S:15][C:14]=34)=[CH:29][C:24]=2[O:23][C:22]=1[CH3:31])=[O:20]. The yield is 0.740. (6) The reactants are [C:1]([O:5][C:6](=[O:29])[CH2:7][C@@H:8]([CH2:17]OS(C1C=CC(C)=CC=1)(=O)=O)[CH2:9][C@H:10]([CH3:16])[CH2:11][CH2:12][CH2:13][CH2:14][CH3:15])([CH3:4])([CH3:3])[CH3:2].[N-:30]=[N+:31]=[N-:32].[Na+].CS(C)=O. The catalyst is CCOC(C)=O. The product is [C:1]([O:5][C:6](=[O:29])[CH2:7][C@@H:8]([CH2:17][N:30]=[N+:31]=[N-:32])[CH2:9][C@H:10]([CH3:16])[CH2:11][CH2:12][CH2:13][CH2:14][CH3:15])([CH3:4])([CH3:3])[CH3:2]. The yield is 0.890. (7) The reactants are [CH3:1][C:2]1[NH:6][C:5]2[C:7]([C:17]([O:19][CH3:20])=[O:18])=[CH:8][C:9]([N:11]3[CH2:16][CH2:15][O:14][CH2:13][CH2:12]3)=[CH:10][C:4]=2[N:3]=1.Br[CH2:22][C:23]1[CH:28]=[CH:27][CH:26]=[C:25]([C:29]([F:32])([F:31])[F:30])[C:24]=1[CH3:33].C([O-])([O-])=O.[K+].[K+].O. The catalyst is CN(C=O)C.CO. The product is [CH3:1][C:2]1[N:3]([CH2:22][C:23]2[CH:28]=[CH:27][CH:26]=[C:25]([C:29]([F:30])([F:31])[F:32])[C:24]=2[CH3:33])[C:4]2[CH:10]=[C:9]([N:11]3[CH2:12][CH2:13][O:14][CH2:15][CH2:16]3)[CH:8]=[C:7]([C:17]([O:19][CH3:20])=[O:18])[C:5]=2[N:6]=1. The yield is 0.290. (8) The reactants are [CH3:1][C:2]1[CH:3]=[C:4]2[N:9]([C:10]=1[CH2:11][N:12]1[CH2:18][CH2:17][CH2:16][O:15][CH2:14][CH2:13]1)[N:8]=[CH:7][N:6]=[C:5]2[NH2:19].[Br:20]N1C(C)(C)C(=O)N(Br)C1=O. The catalyst is C(Cl)(Cl)Cl. The product is [Br:20][C:3]1[C:2]([CH3:1])=[C:10]([CH2:11][N:12]2[CH2:18][CH2:17][CH2:16][O:15][CH2:14][CH2:13]2)[N:9]2[C:4]=1[C:5]([NH2:19])=[N:6][CH:7]=[N:8]2. The yield is 0.590. (9) The reactants are [CH3:1][C@H:2]1[CH2:7][O:6][CH2:5][CH2:4][NH:3]1.[Br:8][C:9]1[CH:16]=[CH:15][C:12]([CH:13]=O)=[CH:11][C:10]=1[F:17].C(O[BH-](OC(=O)C)OC(=O)C)(=O)C.[Na+].Cl. The catalyst is ClC(Cl)C. The product is [Br:8][C:9]1[CH:16]=[CH:15][C:12]([CH2:13][N:3]2[CH2:4][CH2:5][O:6][CH2:7][C@@H:2]2[CH3:1])=[CH:11][C:10]=1[F:17]. The yield is 0.890. (10) The reactants are [H-].[Na+].[OH:3][C:4]1([C:9]([O:11][CH3:12])=[O:10])[CH2:8][CH2:7][CH2:6][CH2:5]1.I[CH3:14]. The product is [CH3:14][O:3][C:4]1([C:9]([O:11][CH3:12])=[O:10])[CH2:8][CH2:7][CH2:6][CH2:5]1. The yield is 0.630. The catalyst is C1COCC1.